Dataset: Full USPTO retrosynthesis dataset with 1.9M reactions from patents (1976-2016). Task: Predict the reactants needed to synthesize the given product. (1) Given the product [F:1][C:2]([F:42])([F:41])[C:3]1[CH:4]=[C:5]([C@H:13]2[O:17][C:16](=[O:18])[N:15]([CH2:19][C:20]3[C:25]([C:26]4[C:27]([O:33][CH3:34])=[N:28][CH:29]=[C:30]([C:46]5[S:45][C:44]([CH3:43])=[N:48][C:47]=5[CH3:49])[CH:31]=4)=[CH:24][N:23]=[C:22]([N:35]4[CH2:38][CH:37]([F:39])[CH2:36]4)[N:21]=3)[C@H:14]2[CH3:40])[CH:6]=[C:7]([C:9]([F:12])([F:11])[F:10])[CH:8]=1, predict the reactants needed to synthesize it. The reactants are: [F:1][C:2]([F:42])([F:41])[C:3]1[CH:4]=[C:5]([C@H:13]2[O:17][C:16](=[O:18])[N:15]([CH2:19][C:20]3[C:25]([C:26]4[C:27]([O:33][CH3:34])=[N:28][CH:29]=[C:30](Cl)[CH:31]=4)=[CH:24][N:23]=[C:22]([N:35]4[CH2:38][CH:37]([F:39])[CH2:36]4)[N:21]=3)[C@H:14]2[CH3:40])[CH:6]=[C:7]([C:9]([F:12])([F:11])[F:10])[CH:8]=1.[CH3:43][C:44]1[S:45][C:46](B2OC(C)(C)C(C)(C)O2)=[C:47]([CH3:49])[N:48]=1.C([O-])([O-])=O.[K+].[K+].O1CCOCC1.O. (2) Given the product [OH:17][C@H:14]1[C@@H:15]([CH3:16])[N:11]([C:9]2[CH:8]=[CH:7][C:4]([C:5]#[N:6])=[C:3]([O:2][CH3:1])[CH:10]=2)[C:12](=[O:20])[C:13]1([CH3:18])[CH3:19], predict the reactants needed to synthesize it. The reactants are: [CH3:1][O:2][C:3]1[CH:10]=[C:9]([N:11]2[CH:15]([CH3:16])[C:14](=[O:17])[C:13]([CH3:19])([CH3:18])[C:12]2=[O:20])[CH:8]=[CH:7][C:4]=1[C:5]#[N:6].C([BH-](C(CC)C)C(CC)C)(CC)C.[Li+].C1COCC1. (3) Given the product [CH2:32]([O:31][C:28]1[CH:27]=[CH:26][C:25]([C:22]2([C:17]3[N:16]=[C:15]4[S:14][C:13]([C:10]5[CH:11]=[CH:12][C:7]([CH:2]=[O:1])=[CH:8][C:9]=5[F:39])=[N:21][C:20]4=[CH:19][CH:18]=3)[CH2:23][CH2:24]2)=[CH:30][CH:29]=1)[C:33]1[CH:38]=[CH:37][CH:36]=[CH:35][CH:34]=1, predict the reactants needed to synthesize it. The reactants are: [O:1]1CCCO[CH:2]1[C:7]1[CH:12]=[CH:11][C:10]([C:13]2[S:14][C:15]3[C:20]([N:21]=2)=[CH:19][CH:18]=[C:17]([C:22]2([C:25]4[CH:30]=[CH:29][C:28]([O:31][CH2:32][C:33]5[CH:38]=[CH:37][CH:36]=[CH:35][CH:34]=5)=[CH:27][CH:26]=4)[CH2:24][CH2:23]2)[N:16]=3)=[C:9]([F:39])[CH:8]=1.